From a dataset of Reaction yield outcomes from USPTO patents with 853,638 reactions. Predict the reaction yield, written as a fraction of the theoretical maximum amount of product (1.0 means a 100% yield; for example, 0.34 means a 34% yield). (1) The reactants are [Cl:1][C:2]1[CH:3]=[C:4]([C:9]2([CH3:25])[S:13][N:12]=[C:11]([C:14]3[CH:23]=[CH:22][C:17]([C:18]([O:20]C)=[O:19])=[C:16]([CH3:24])[CH:15]=3)[CH2:10]2)[CH:5]=[C:6]([Cl:8])[CH:7]=1.[Li+].[OH-]. The catalyst is C1COCC1.O. The product is [Cl:1][C:2]1[CH:3]=[C:4]([C:9]2([CH3:25])[S:13][N:12]=[C:11]([C:14]3[CH:23]=[CH:22][C:17]([C:18]([OH:20])=[O:19])=[C:16]([CH3:24])[CH:15]=3)[CH2:10]2)[CH:5]=[C:6]([Cl:8])[CH:7]=1. The yield is 0.960. (2) The reactants are [OH:1]/[N:2]=[C:3](\Cl)/[C:4]1[CH:15]=[CH:14][C:7]2[B:8]([OH:13])[O:9][C:10]([CH3:12])([CH3:11])[C:6]=2[CH:5]=1.[Cl:17][C:18]1[CH:23]=[C:22]([C:24]([C:26]([F:29])([F:28])[F:27])=[CH2:25])[CH:21]=[C:20]([Cl:30])[C:19]=1[O:31][CH2:32][C:33]([F:36])([F:35])[F:34].CC(=O)OCC. The catalyst is CN(C=O)C. The product is [Cl:17][C:18]1[CH:23]=[C:22]([C:24]2([C:26]([F:29])([F:27])[F:28])[O:1][N:2]=[C:3]([C:4]3[CH:15]=[CH:14][C:7]4[B:8]([OH:13])[O:9][C:10]([CH3:12])([CH3:11])[C:6]=4[CH:5]=3)[CH2:25]2)[CH:21]=[C:20]([Cl:30])[C:19]=1[O:31][CH2:32][C:33]([F:34])([F:36])[F:35]. The yield is 0.183. (3) The reactants are Br[C:2]1[CH:3]=[C:4]([CH2:8][N:9]2[C:13]3[CH:14]=[CH:15][CH:16]=[CH:17][C:12]=3[S:11][C:10]2=[O:18])[CH:5]=[N:6][CH:7]=1.[CH3:19][N:20]1[C:29]2[C:24](=[CH:25][C:26](B3OC(C)(C)C(C)(C)O3)=[CH:27][CH:28]=2)[CH2:23][CH2:22][C:21]1=[O:39].CN(C=O)C.C([O-])([O-])=O.[Na+].[Na+]. The catalyst is CCOC(C)=O.C1C=CC(P(C2C=CC=CC=2)C2C=CC=CC=2)=CC=1.C1C=CC(P(C2C=CC=CC=2)C2C=CC=CC=2)=CC=1.Cl[Pd]Cl.O. The product is [CH3:19][N:20]1[C:29]2[C:24](=[CH:25][C:26]([C:2]3[CH:7]=[N:6][CH:5]=[C:4]([CH2:8][N:9]4[C:13]5[CH:14]=[CH:15][CH:16]=[CH:17][C:12]=5[S:11][C:10]4=[O:18])[CH:3]=3)=[CH:27][CH:28]=2)[CH2:23][CH2:22][C:21]1=[O:39]. The yield is 0.520. (4) The reactants are Cl[C:2]1[N:10]=[C:9](Cl)[CH:8]=[CH:7][C:3]=1[C:4]([NH2:6])=[O:5].[O:12]([C:19]1[CH:24]=[CH:23][C:22]([OH:25])=[CH:21][CH:20]=1)[C:13]1[CH:18]=[CH:17][CH:16]=[CH:15][CH:14]=1.C(O[C:31]([N:33]1[CH2:38][CH:37]=[C:36](B(O)O)[CH2:35][CH2:34]1)=[O:32])(C)(C)C.[C:42](Cl)(=O)[CH:43]=C. No catalyst specified. The product is [C:31]([N:33]1[CH2:38][CH:37]=[C:36]([C:9]2[CH:8]=[CH:7][C:3]([C:4]([NH2:6])=[O:5])=[C:2]([O:25][C:22]3[CH:21]=[CH:20][C:19]([O:12][C:13]4[CH:18]=[CH:17][CH:16]=[CH:15][CH:14]=4)=[CH:24][CH:23]=3)[N:10]=2)[CH2:35][CH2:34]1)(=[O:32])[CH:42]=[CH2:43]. The yield is 0.360. (5) The reactants are Cl.[CH3:2][S:3]([CH:6]1[CH2:15][CH2:14][C:9]2(OCC[O:10]2)[CH2:8][CH2:7]1)(=[O:5])=[O:4]. No catalyst specified. The product is [CH3:2][S:3]([CH:6]1[CH2:15][CH2:14][C:9](=[O:10])[CH2:8][CH2:7]1)(=[O:4])=[O:5]. The yield is 0.630.